From a dataset of Merck oncology drug combination screen with 23,052 pairs across 39 cell lines. Regression. Given two drug SMILES strings and cell line genomic features, predict the synergy score measuring deviation from expected non-interaction effect. Drug 1: CC(=O)OC1C(=O)C2(C)C(O)CC3OCC3(OC(C)=O)C2C(OC(=O)c2ccccc2)C2(O)CC(OC(=O)C(O)C(NC(=O)c3ccccc3)c3ccccc3)C(C)=C1C2(C)C. Drug 2: O=C(NOCC(O)CO)c1ccc(F)c(F)c1Nc1ccc(I)cc1F. Cell line: A427. Synergy scores: synergy=26.4.